The task is: Binary Classification. Given a drug SMILES string, predict its activity (active/inactive) in a high-throughput screening assay against a specified biological target.. This data is from HIV replication inhibition screening data with 41,000+ compounds from the AIDS Antiviral Screen. (1) The compound is COc1cc(OC)c2nc(C)c3c(c2c1)NCC3. The result is 0 (inactive). (2) The compound is N#Cc1c(N)nc2c3c1NC(=O)C(C(N)=O)C3c1ccccc1O2. The result is 0 (inactive). (3) The drug is COC(=O)c1ccccc1CC(Cc1ccccc1)C(=O)OC. The result is 0 (inactive). (4) The molecule is CNc1ncnc2nc(C)c(C)nc12. The result is 0 (inactive). (5) The molecule is C=CCOc1cc2c(cc1C(C)c1ccc(OC)cc1)OCO2. The result is 0 (inactive). (6) The molecule is N#CCCN(CCC#N)c1ccc(C=C2N=C(c3cc([N+](=O)[O-])ccc3Cl)OC2=O)cc1. The result is 0 (inactive).